From a dataset of Reaction yield outcomes from USPTO patents with 853,638 reactions. Predict the reaction yield, written as a fraction of the theoretical maximum amount of product (1.0 means a 100% yield; for example, 0.34 means a 34% yield). (1) The catalyst is C(O)CCC. The product is [Cl:1][C:2]1[C:3]([F:27])=[C:4]([N:8]2[C:9](=[O:26])[C:10]3[C:15](=[CH:14][CH:13]=[CH:12][CH:11]=3)[C:16]2([C:18]2[CH:23]=[CH:22][C:21]3[N:24]=[C:34]([NH:33][C:31](=[O:32])[C:30]([O:29][CH3:28])=[O:44])[NH:25][C:20]=3[CH:19]=2)[OH:17])[CH:5]=[CH:6][CH:7]=1. The yield is 0.380. The reactants are [Cl:1][C:2]1[C:3]([F:27])=[C:4]([N:8]2[C:16]([C:18]3[CH:23]=[CH:22][C:21]([NH2:24])=[C:20]([NH2:25])[CH:19]=3)([OH:17])[C:15]3[C:10](=[CH:11][CH:12]=[CH:13][CH:14]=3)[C:9]2=[O:26])[CH:5]=[CH:6][CH:7]=1.[CH3:28][O:29][C:30](=[O:44])[C:31]([NH:33]/[C:34](=N/C(=O)C(OC)=O)/SC)=[O:32].C(#N)C.O. (2) The reactants are [CH2:1]([O:3][C:4](=[O:18])[C:5](=O)[CH2:6][C:7]([C:9]1[CH:14]=[C:13]([S:15][CH3:16])[CH:12]=[CH:11][N:10]=1)=O)[CH3:2].[NH:19]([C:21]1[CH:22]=[CH:23][C:24]([O:27][CH3:28])=[N:25][CH:26]=1)[NH2:20]. No catalyst specified. The product is [CH2:1]([O:3][C:4]([C:5]1[CH:6]=[C:7]([C:9]2[CH:14]=[C:13]([S:15][CH3:16])[CH:12]=[CH:11][N:10]=2)[N:19]([C:21]2[CH:26]=[N:25][C:24]([O:27][CH3:28])=[CH:23][CH:22]=2)[N:20]=1)=[O:18])[CH3:2]. The yield is 0.160. (3) The reactants are [CH2:1]([O:8][C:9]1[CH:10]=[CH:11][C:12]([O:19][CH3:20])=[C:13]([NH:15][C:16](=O)[CH3:17])[CH:14]=1)[C:2]1[CH:7]=[CH:6][CH:5]=[CH:4][CH:3]=1.CO. The catalyst is C1COCC1. The product is [CH2:1]([O:8][C:9]1[CH:10]=[CH:11][C:12]([O:19][CH3:20])=[C:13]([CH:14]=1)[NH:15][CH2:16][CH3:17])[C:2]1[CH:3]=[CH:4][CH:5]=[CH:6][CH:7]=1. The yield is 1.00.